Dataset: In vitro SARS-CoV-2 activity screen of 1,480 approved drugs from Prestwick library. Task: Binary Classification. Given a drug SMILES string, predict its activity (active/inactive) in a high-throughput screening assay against a specified biological target. The molecule is COc1cccc(OC)c1C(=O)N[C@@H]1C(=O)N2[C@@H](C(=O)[O-])C(C)(C)S[C@H]12.[Na+]. The result is 0 (inactive).